Dataset: Forward reaction prediction with 1.9M reactions from USPTO patents (1976-2016). Task: Predict the product of the given reaction. (1) Given the reactants [CH3:1][O:2][C:3]1[CH:4]=[C:5](Br)[CH:6]=[CH:7][C:8]=1[O:9][CH3:10].[Mg].[CH3:13][C:14]1([CH3:21])[CH2:18][C:17](=[O:19])[O:16][C:15]1=[O:20].[Cl-].[NH4+], predict the reaction product. The product is: [CH3:1][O:2][C:3]1[CH:4]=[C:5]([C:17](=[O:19])[CH2:18][C:14]([CH3:21])([CH3:13])[C:15]([OH:20])=[O:16])[CH:6]=[CH:7][C:8]=1[O:9][CH3:10]. (2) Given the reactants ClC1C=CC=C(C(OO)=[O:9])C=1.[Cl:12][C:13]1[C:22]2[C:17](=[C:18]([CH3:25])[C:19]([O:23][CH3:24])=[CH:20][CH:21]=2)[N:16]=[CH:15][CH:14]=1, predict the reaction product. The product is: [Cl:12][C:13]1[C:22]2[C:17](=[C:18]([CH3:25])[C:19]([O:23][CH3:24])=[CH:20][CH:21]=2)[N+:16]([O-:9])=[CH:15][CH:14]=1. (3) Given the reactants C([C:3]1([OH:13])[CH:10]2[CH2:11]C3CC(CC1C3)[CH2:9]2)C.ClCC(Cl)=[O:17].[CH3:19][C:20]1([OH:26])[CH2:25][CH2:24][CH2:23][CH2:22][CH2:21]1.Cl[CH2:28][CH2:29][CH2:30][C:31](Cl)=[O:32], predict the reaction product. The product is: [C:3]([O:13][CH2:28][CH2:29][CH2:30][C:31]([O:26][C:20]1([CH3:19])[CH2:25][CH2:24][CH2:23][CH2:22][CH2:21]1)=[O:32])(=[O:17])[C:10]([CH3:11])=[CH2:9].